From a dataset of Reaction yield outcomes from USPTO patents with 853,638 reactions. Predict the reaction yield, written as a fraction of the theoretical maximum amount of product (1.0 means a 100% yield; for example, 0.34 means a 34% yield). (1) The reactants are [C:1]([C:5]1[O:6][C:7]2[C:13]([S:14](Cl)(=[O:16])=[O:15])=[C:12]([Cl:18])[CH:11]=[CH:10][C:8]=2[N:9]=1)([CH3:4])([CH3:3])[CH3:2].C(N(CC)CC)C.[CH3:26][N:27]1[CH2:32][CH2:31][NH:30][CH2:29][CH2:28]1. The product is [C:1]([C:5]1[O:6][C:7]2[C:13]([S:14]([N:30]3[CH2:31][CH2:32][N:27]([CH3:26])[CH2:28][CH2:29]3)(=[O:16])=[O:15])=[C:12]([Cl:18])[CH:11]=[CH:10][C:8]=2[N:9]=1)([CH3:4])([CH3:3])[CH3:2]. The yield is 0.760. No catalyst specified. (2) The reactants are [CH2:1]([O:3][C:4]1[CH:9]=[CH:8][C:7]([C@@H:10]2[CH2:12][C@H:11]2[C:13]([O:15]C)=[O:14])=[CH:6][CH:5]=1)[CH3:2].[OH-].[Na+]. The catalyst is CO. The product is [CH2:1]([O:3][C:4]1[CH:9]=[CH:8][C:7]([C@@H:10]2[CH2:12][C@H:11]2[C:13]([OH:15])=[O:14])=[CH:6][CH:5]=1)[CH3:2]. The yield is 0.780. (3) The reactants are C1(=NO)CCCCC1.[C:9]1([C:15](O)([CH3:17])[CH3:16])[CH:14]=[CH:13][CH:12]=[CH:11][CH:10]=1.[H][H]. The catalyst is [Pd].C1(C)C=CC=CC=1. The product is [C:9]1([CH:15]([CH3:17])[CH3:16])[CH:14]=[CH:13][CH:12]=[CH:11][CH:10]=1. The yield is 0.881.